From a dataset of Reaction yield outcomes from USPTO patents with 853,638 reactions. Predict the reaction yield, written as a fraction of the theoretical maximum amount of product (1.0 means a 100% yield; for example, 0.34 means a 34% yield). The reactants are O1CCCCC1[N:7]1[C:15]2[C:10](=[CH:11][C:12]([C:16]3[N:20]=[CH:19][N:18](C(C4C=CC=CC=4)(C4C=CC=CC=4)C4C=CC=CC=4)[N:17]=3)=[CH:13][CH:14]=2)[C:9]([C:40]2[CH:41]=[C:42]([NH2:46])[CH:43]=[CH:44][CH:45]=2)=[N:8]1.[Cl:47][C:48]1[CH:56]=[CH:55][C:51]([C:52](Cl)=[O:53])=[CH:50][CH:49]=1.O. The catalyst is N1C=CC=CC=1. The product is [NH:18]1[CH:19]=[N:20][C:16]([C:12]2[CH:11]=[C:10]3[C:15](=[CH:14][CH:13]=2)[NH:7][N:8]=[C:9]3[C:40]2[CH:41]=[C:42]([NH:46][C:52]([C:51]3[CH:55]=[CH:56][C:48]([Cl:47])=[CH:49][CH:50]=3)=[O:53])[CH:43]=[CH:44][CH:45]=2)=[N:17]1. The yield is 0.620.